This data is from Reaction yield outcomes from USPTO patents with 853,638 reactions. The task is: Predict the reaction yield, written as a fraction of the theoretical maximum amount of product (1.0 means a 100% yield; for example, 0.34 means a 34% yield). The reactants are [C:1]([O:5][C:6]([N:8]([C:21]1[CH:22]=[C:23]([CH:34]=[CH:35][C:36]=1[O:37][CH3:38])[C:24]([O:26]CC1C=CC=CC=1)=[O:25])[S:9]([CH2:12][CH2:13][N:14]1[CH2:19][CH2:18][N:17]([CH3:20])[CH2:16][CH2:15]1)(=[O:11])=[O:10])=[O:7])([CH3:4])([CH3:3])[CH3:2]. The catalyst is CO.[Pd]. The product is [C:1]([O:5][C:6]([N:8]([C:21]1[CH:22]=[C:23]([CH:34]=[CH:35][C:36]=1[O:37][CH3:38])[C:24]([OH:26])=[O:25])[S:9]([CH2:12][CH2:13][N:14]1[CH2:15][CH2:16][N:17]([CH3:20])[CH2:18][CH2:19]1)(=[O:11])=[O:10])=[O:7])([CH3:4])([CH3:3])[CH3:2]. The yield is 1.00.